This data is from Reaction yield outcomes from USPTO patents with 853,638 reactions. The task is: Predict the reaction yield, written as a fraction of the theoretical maximum amount of product (1.0 means a 100% yield; for example, 0.34 means a 34% yield). (1) The reactants are [CH2:1]([O:3][C:4]1[C:12]2[O:11][CH:10]([CH3:13])[CH2:9][C:8]=2[C:7]([CH3:14])=[C:6]([N:15]2[CH2:20][CH2:19][NH:18][CH2:17][CH2:16]2)[C:5]=1[CH3:21])[CH3:2].Br[C:23]1[CH:28]=[CH:27][C:26]([O:29][CH3:30])=[C:25]([CH3:31])[CH:24]=1. No catalyst specified. The product is [CH2:1]([O:3][C:4]1[C:12]2[O:11][CH:10]([CH3:13])[CH2:9][C:8]=2[C:7]([CH3:14])=[C:6]([N:15]2[CH2:20][CH2:19][N:18]([C:23]3[CH:28]=[CH:27][C:26]([O:29][CH3:30])=[C:25]([CH3:31])[CH:24]=3)[CH2:17][CH2:16]2)[C:5]=1[CH3:21])[CH3:2]. The yield is 0.460. (2) The reactants are [F:1][C:2]1[C:7]([C:8]2[NH:12][CH:11]=[C:10]([CH:13]=[O:14])[CH:9]=2)=[CH:6][CH:5]=[CH:4][N:3]=1.[O-]S(C(F)(F)[F:20])(=O)=O.F[N+]1C(Cl)=CC=CC=1Cl. The catalyst is C(#N)C.O1CCCC1.C(=O)([O-])O.[Na+]. The product is [F:20][C:9]1[C:10]([CH:13]=[O:14])=[CH:11][NH:12][C:8]=1[C:7]1[C:2]([F:1])=[N:3][CH:4]=[CH:5][CH:6]=1. The yield is 0.150. (3) The reactants are Cl.[S:2]([N:12]1[C:16]2=[N:17][CH:18]=[C:19]([CH2:21][NH2:22])[N:20]=[C:15]2[CH:14]=[CH:13]1)([C:5]1[CH:11]=[CH:10][C:8]([CH3:9])=[CH:7][CH:6]=1)(=[O:4])=[O:3].[C:23]([O:27][C:28]([N:30]1[CH2:35][CH2:34][C@@H:33]([CH3:36])[C@@H:32]([C:37](O)=[O:38])[CH2:31]1)=[O:29])([CH3:26])([CH3:25])[CH3:24].CN(C(ON1N=NC2C=CC=NC1=2)=[N+](C)C)C.F[P-](F)(F)(F)(F)F.CCN(C(C)C)C(C)C. The catalyst is C(Cl)Cl. The product is [C:23]([O:27][C:28]([N:30]1[CH2:35][CH2:34][C@@H:33]([CH3:36])[C@@H:32]([C:37](=[O:38])[NH:22][CH2:21][C:19]2[N:20]=[C:15]3[CH:14]=[CH:13][N:12]([S:2]([C:5]4[CH:6]=[CH:7][C:8]([CH3:9])=[CH:10][CH:11]=4)(=[O:3])=[O:4])[C:16]3=[N:17][CH:18]=2)[CH2:31]1)=[O:29])([CH3:25])([CH3:26])[CH3:24]. The yield is 1.00. (4) The reactants are [O:1]1[CH2:6][CH2:5][CH2:4][CH2:3][CH:2]1[O:7][C@H:8]1[CH2:30][CH2:29][C@@:28]2([CH3:31])[C:10](=[CH:11][CH2:12][C@@H:13]3[C@@H:27]2[CH2:26][CH2:25][C@@:24]2([CH3:32])[C@H:14]3[CH2:15][CH2:16][C@@H:17]2[C@H:18]([CH3:23])[CH2:19][CH2:20][CH2:21][OH:22])[CH2:9]1.[Si:33](Cl)([C:36]([CH3:39])([CH3:38])[CH3:37])([CH3:35])[CH3:34].N1C=CN=C1.C([O-])(O)=O.[Na+]. The catalyst is C(Cl)Cl. The product is [Si:33]([O:22][CH2:21][CH2:20][CH2:19][C@H:18]([C@@H:17]1[C@:24]2([CH3:32])[C@H:14]([C@H:13]3[C@H:27]([CH2:26][CH2:25]2)[C@:28]2([CH3:31])[C:10]([CH2:9][C@@H:8]([O:7][CH:2]4[CH2:3][CH2:4][CH2:5][CH2:6][O:1]4)[CH2:30][CH2:29]2)=[CH:11][CH2:12]3)[CH2:15][CH2:16]1)[CH3:23])([C:36]([CH3:39])([CH3:38])[CH3:37])([CH3:35])[CH3:34]. The yield is 0.980. (5) The yield is 0.930. The product is [C:1]([O:5][C:6]([C:8]1[CH:9]=[CH:10][C:11]([C:14]2[C:15]([CH3:56])([CH3:57])[C@H:16]3[C@:29]([CH3:32])([CH2:30][CH:31]=2)[C@@H:28]2[C@:19]([CH3:55])([C@@:20]4([CH3:54])[C@H:25]([CH2:26][CH2:27]2)[C@H:24]2[C@H:33]([C:36]([CH2:38][C:39]([O:41][CH2:42][CH3:43])=[O:40])=[CH2:37])[CH2:34][CH2:35][C@:23]2([C:44]([OH:46])=[O:45])[CH2:22][CH2:21]4)[CH2:18][CH2:17]3)=[CH:12][CH:13]=1)=[O:7])([CH3:4])([CH3:2])[CH3:3]. The reactants are [C:1]([O:5][C:6]([C:8]1[CH:13]=[CH:12][C:11]([C:14]2[C:15]([CH3:57])([CH3:56])[C@H:16]3[C@:29]([CH3:32])([CH2:30][CH:31]=2)[C@@H:28]2[C@:19]([CH3:55])([C@@:20]4([CH3:54])[C@H:25]([CH2:26][CH2:27]2)[C@H:24]2[C@H:33]([C:36]([CH2:38][C:39]([O:41][CH2:42][CH3:43])=[O:40])=[CH2:37])[CH2:34][CH2:35][C@:23]2([C:44]([O:46][Si](C(C)(C)C)(C)C)=[O:45])[CH2:22][CH2:21]4)[CH2:18][CH2:17]3)=[CH:10][CH:9]=1)=[O:7])([CH3:4])([CH3:3])[CH3:2].O.[F-].C([N+](CCCC)(CCCC)CCCC)CCC. The catalyst is C1COCC1.O.Cl. (6) The reactants are I.[Br:2][C:3]1[CH:4]=[C:5]2[C:10]([NH:11][C@H:12]3[C@@H:16]([O:17][CH3:18])[CH2:15][NH:14][CH2:13]3)=[C:9]([C:19]([NH2:21])=[O:20])[CH:8]=[N:7][N:6]2[CH:22]=1.C(N(CC)C(C)C)(C)C.[CH3:32][S:33](Cl)(=[O:35])=[O:34]. The catalyst is ClCCl. The product is [Br:2][C:3]1[CH:4]=[C:5]2[C:10]([NH:11][C@H:12]3[C@@H:16]([O:17][CH3:18])[CH2:15][N:14]([S:33]([CH3:32])(=[O:35])=[O:34])[CH2:13]3)=[C:9]([C:19]([NH2:21])=[O:20])[CH:8]=[N:7][N:6]2[CH:22]=1. The yield is 0.720. (7) The reactants are [OH:1][C:2]1[NH:6][N:5]=[C:4]([C:7]([O:9][CH2:10][CH3:11])=[O:8])[CH:3]=1.C(=O)([O-])[O-].[K+].[K+].Br[CH:19]1[C:24](=[O:25])[CH2:23][CH2:22][O:21][CH2:20]1. The catalyst is C(#N)C. The product is [CH2:10]([O:9][C:7]([C:4]1[CH:3]=[C:2]([O:1][CH:19]2[C:24](=[O:25])[CH2:23][CH2:22][O:21][CH2:20]2)[NH:6][N:5]=1)=[O:8])[CH3:11]. The yield is 0.780. (8) The reactants are [Br:1]Br.[CH2:3]1[CH2:7][O:6][C:5]2[CH:8]=[CH:9][C:10]3[CH2:11][CH2:12][C@@H:13]([CH2:15][CH2:16][NH:17][C:18](=[O:21])[CH2:19][CH3:20])[C:14]=3[C:4]1=2.C([O-])(=O)C.[Na+]. The catalyst is CO. The product is [Br:1][C:8]1[C:5]2[O:6][CH2:7][CH2:3][C:4]=2[C:14]2[C@H:13]([CH2:15][CH2:16][NH:17][C:18](=[O:21])[CH2:19][CH3:20])[CH2:12][CH2:11][C:10]=2[CH:9]=1. The yield is 0.930. (9) The reactants are [OH:1][C:2]1[CH:15]=[CH:14][CH:13]=[CH:12][C:3]=1[C:4]([NH:6][C:7]1[S:8][CH:9]=[CH:10][N:11]=1)=[O:5].C(N(CC)CC)C.[CH3:23][S:24](Cl)(=[O:26])=[O:25]. The catalyst is ClCCl. The product is [CH3:23][S:24]([O:1][C:2]1[CH:15]=[CH:14][CH:13]=[CH:12][C:3]=1[C:4](=[O:5])[NH:6][C:7]1[S:8][CH:9]=[CH:10][N:11]=1)(=[O:26])=[O:25]. The yield is 0.780. (10) The reactants are [F:1][C:2]1[CH:3]=[CH:4][C:5]2[N:6]([CH:8]=[N:9][N:10]=2)[CH:7]=1.[Cl:11]N1C(=O)CCC1=O. The catalyst is C(Cl)(Cl)Cl. The product is [Cl:11][C:8]1[N:6]2[CH:7]=[C:2]([F:1])[CH:3]=[CH:4][C:5]2=[N:10][N:9]=1. The yield is 0.760.